This data is from CYP3A4 inhibition data for predicting drug metabolism from PubChem BioAssay. The task is: Regression/Classification. Given a drug SMILES string, predict its absorption, distribution, metabolism, or excretion properties. Task type varies by dataset: regression for continuous measurements (e.g., permeability, clearance, half-life) or binary classification for categorical outcomes (e.g., BBB penetration, CYP inhibition). Dataset: cyp3a4_veith. (1) The molecule is CN(C)C(=O)c1ccc(-c2nc(Nc3ccncc3)c3ccccc3n2)cc1. The result is 1 (inhibitor). (2) The molecule is COC(=O)c1cc(OC)c(OC)cc1NC(=S)N1CCCCC1. The result is 1 (inhibitor). (3) The compound is Cc1ccc(CN2CC34C=CC(O3)C(C(=O)NCc3ccc5c(c3)OCO5)C4C2=O)cc1. The result is 1 (inhibitor). (4) The drug is C[N+]1(C)CCc2cc3c(cc2[C@@H]1[C@@H]1OC(=O)c2c1ccc1c2OCO1)OCO3. The result is 1 (inhibitor).